This data is from Forward reaction prediction with 1.9M reactions from USPTO patents (1976-2016). The task is: Predict the product of the given reaction. Given the reactants C(O)(C(F)(F)F)=O.[CH3:8][O:9][C:10]1[N:15]=[C:14]([NH:16][C:17]2[CH:18]=[CH:19][C:20]3[CH2:21][N:22](C(OC(C)(C)C)=O)[CH2:23][C@@H:24]([C:28]4[CH:33]=[CH:32][CH:31]=[CH:30][CH:29]=4)[O:25][C:26]=3[N:27]=2)[CH:13]=[CH:12][C:11]=1[C:41]1[CH:42]=[N:43][N:44]([CH3:46])[CH:45]=1.C(N(CC)CC)C, predict the reaction product. The product is: [CH3:8][O:9][C:10]1[N:15]=[C:14]([NH:16][C:17]2[CH:18]=[CH:19][C:20]3[CH2:21][NH:22][CH2:23][C@@H:24]([C:28]4[CH:33]=[CH:32][CH:31]=[CH:30][CH:29]=4)[O:25][C:26]=3[N:27]=2)[CH:13]=[CH:12][C:11]=1[C:41]1[CH:42]=[N:43][N:44]([CH3:46])[CH:45]=1.